Task: Predict the reaction yield, written as a fraction of the theoretical maximum amount of product (1.0 means a 100% yield; for example, 0.34 means a 34% yield).. Dataset: Reaction yield outcomes from USPTO patents with 853,638 reactions (1) The reactants are [F:1][C:2]1[CH:27]=[CH:26][C:5]([CH2:6][N:7]2[C:18](=[O:19])[C:16]3[N:17]4[C:12](=[C:13]([C:23](O)=[O:24])[C:14](=[O:22])[C:15]=3[O:20][CH3:21])[CH2:11][CH2:10][CH:9]4[CH2:8]2)=[CH:4][CH:3]=1.[CH3:28][N:29](C(ON1N=NC2C=CC=NC1=2)=[N+](C)C)C.F[P-](F)(F)(F)(F)F.CCOC(C)=O.O. The catalyst is CN(C=O)C. The product is [F:1][C:2]1[CH:27]=[CH:26][C:5]([CH2:6][N:7]2[C:18](=[O:19])[C:16]3[N:17]4[C:12](=[C:13]([C:23]([NH:29][CH3:28])=[O:24])[C:14](=[O:22])[C:15]=3[O:20][CH3:21])[CH2:11][CH2:10][CH:9]4[CH2:8]2)=[CH:4][CH:3]=1. The yield is 0.800. (2) The reactants are Br[C:2]1[CH:3]=[N:4][C:5]([N:8]2[CH2:13][CH2:12][N:11]([C:14]([O:16][C:17]([CH3:20])([CH3:19])[CH3:18])=[O:15])[CH2:10][CH2:9]2)=[N:6][CH:7]=1.C1(P(C2C=CC=CC=2)C2C=CC=CC=2)C=CC=CC=1.C([Sn](CCCC)(CCCC)[C:45]([O:47]CC)=[CH2:46])CCC. The catalyst is O1CCOCC1.C([O-])(=O)C.C([O-])(=O)C.[Pd+2]. The product is [C:45]([C:2]1[CH:3]=[N:4][C:5]([N:8]2[CH2:13][CH2:12][N:11]([C:14]([O:16][C:17]([CH3:20])([CH3:19])[CH3:18])=[O:15])[CH2:10][CH2:9]2)=[N:6][CH:7]=1)(=[O:47])[CH3:46]. The yield is 0.670.